Dataset: Catalyst prediction with 721,799 reactions and 888 catalyst types from USPTO. Task: Predict which catalyst facilitates the given reaction. (1) Reactant: C[O:2][C:3]([C:5]1[CH:10]=[CH:9][N:8]=[C:7]2[NH:11][C:12]([C:14]3[CH:19]=[CH:18][CH:17]=[CH:16][CH:15]=3)=[N:13][C:6]=12)=[O:4].O[Li].O.Cl. Product: [C:14]1([C:12]2[NH:11][C:7]3=[N:8][CH:9]=[CH:10][C:5]([C:3]([OH:4])=[O:2])=[C:6]3[N:13]=2)[CH:15]=[CH:16][CH:17]=[CH:18][CH:19]=1. The catalyst class is: 278. (2) Reactant: [NH2:1][CH:2]([C:6]1[N:15]([CH2:16][C:17]2[CH:22]=[CH:21][CH:20]=[CH:19][CH:18]=2)[C:14](=[O:23])[C:13]2[C:8](=[CH:9][C:10]([Cl:24])=[CH:11][CH:12]=2)[N:7]=1)[CH:3]([CH3:5])[CH3:4].[CH3:25][O:26][CH:27]([O:30][CH3:31])[CH2:28]Br.C(=O)([O-])[O-].[K+].[K+]. Product: [CH2:16]([N:15]1[C:14](=[O:23])[C:13]2[C:8](=[CH:9][C:10]([Cl:24])=[CH:11][CH:12]=2)[N:7]=[C:6]1[CH:2]([NH:1][CH2:28][CH:27]([O:30][CH3:31])[O:26][CH3:25])[CH:3]([CH3:5])[CH3:4])[C:17]1[CH:18]=[CH:19][CH:20]=[CH:21][CH:22]=1. The catalyst class is: 3. (3) Reactant: Br[C:2]1[CH:3]=[C:4]([CH:8]2[N:12]([C:13]3[CH:18]=[CH:17][CH:16]=[CH:15][C:14]=3[Cl:19])[N:11]=[C:10]([C:20]([F:26])([F:25])[C:21]([F:24])([F:23])[F:22])[CH2:9]2)[CH:5]=[CH:6][CH:7]=1.[C:27]([N:34]1[CH2:39][CH2:38][NH:37][CH2:36][CH2:35]1)([O:29][C:30]([CH3:33])([CH3:32])[CH3:31])=[O:28].C1C=CC(P(C2C(C3C(P(C4C=CC=CC=4)C4C=CC=CC=4)=CC=C4C=3C=CC=C4)=C3C(C=CC=C3)=CC=2)C2C=CC=CC=2)=CC=1.CC(C)([O-])C.[Na+]. Product: [C:27]([N:34]1[CH2:35][CH2:36][N:37]([C:2]2[CH:3]=[C:4]([CH:8]3[N:12]([C:13]4[CH:18]=[CH:17][CH:16]=[CH:15][C:14]=4[Cl:19])[N:11]=[C:10]([C:20]([F:26])([F:25])[C:21]([F:24])([F:23])[F:22])[CH2:9]3)[CH:5]=[CH:6][CH:7]=2)[CH2:38][CH2:39]1)([O:29][C:30]([CH3:33])([CH3:32])[CH3:31])=[O:28]. The catalyst class is: 187. (4) The catalyst class is: 10. Product: [Cl:15][C:16]1[CH:17]=[C:18]([C:23]2([C:29]([CH:5]([C:6]([O:8][CH2:9][CH3:10])=[O:7])[C:4]([O:12][CH2:13][CH3:14])=[O:11])=[O:30])[CH2:24][CH2:25][O:26][CH2:27][CH2:28]2)[CH:19]=[CH:20][C:21]=1[F:22]. Reactant: [Mg+2].[Cl-].[Cl-].[C:4]([O:12][CH2:13][CH3:14])(=[O:11])[CH2:5][C:6]([O:8][CH2:9][CH3:10])=[O:7].[Cl:15][C:16]1[CH:17]=[C:18]([C:23]2([C:29](O)=[O:30])[CH2:28][CH2:27][O:26][CH2:25][CH2:24]2)[CH:19]=[CH:20][C:21]=1[F:22].S(Cl)(Cl)=O. (5) Reactant: [F:1][C:2]([F:24])([F:23])[O:3][C:4]1[CH:5]=[C:6]([C:10]([C:12]2[CH:17]=[CH:16][CH:15]=[C:14]([O:18][C:19]([F:22])([F:21])[F:20])[CH:13]=2)=O)[CH:7]=[CH:8][CH:9]=1.CC1C=CC(S([CH2:35][N+:36]#[C-])(=O)=O)=CC=1.CC([O-])(C)C.[K+].CC(O)(C)C. Product: [F:1][C:2]([F:24])([F:23])[O:3][C:4]1[CH:5]=[C:6]([CH:10]([C:12]2[CH:17]=[CH:16][CH:15]=[C:14]([O:18][C:19]([F:22])([F:21])[F:20])[CH:13]=2)[C:35]#[N:36])[CH:7]=[CH:8][CH:9]=1. The catalyst class is: 149. (6) Product: [C:3]([C:7]1[S:8][CH:9]=[C:10]([C:12]([OH:14])=[O:13])[N:11]=1)([CH3:6])([CH3:4])[CH3:5]. Reactant: [OH-].[Li+].[C:3]([C:7]1[S:8][CH:9]=[C:10]([C:12]([O:14]CC)=[O:13])[N:11]=1)([CH3:6])([CH3:5])[CH3:4].Cl. The catalyst class is: 20. (7) Reactant: [CH2:1]([C:3]1([CH2:23][CH3:24])[C:11]2[C:6](=[CH:7][C:8]([N+:16]([O-:18])=[O:17])=[C:9]([NH:12]C(=O)C)[CH:10]=2)[N:5]([CH:19]([CH3:21])[CH3:20])[C:4]1=[O:22])[CH3:2].Cl. Product: [NH2:12][C:9]1[CH:10]=[C:11]2[C:6](=[CH:7][C:8]=1[N+:16]([O-:18])=[O:17])[N:5]([CH:19]([CH3:20])[CH3:21])[C:4](=[O:22])[C:3]2([CH2:23][CH3:24])[CH2:1][CH3:2]. The catalyst class is: 8. (8) Reactant: [CH2:1]([O:3][C:4](=[O:8])[CH2:5][C:6]#[N:7])[CH3:2].[H-].[Na+].[Br:11][C:12]1[CH:17]=[C:16]([CH3:18])[C:15]([N:19]2[C:23]3[N:24]=[C:25]([CH3:41])[N:26]=[C:27]([N:28]4[CH2:33][CH2:32][CH:31]([CH2:34][CH2:35]OS(C)(=O)=O)[CH2:30][CH2:29]4)[C:22]=3[C:21]([CH3:42])=[C:20]2[CH3:43])=[C:14]([CH3:44])[CH:13]=1.[Na+].[I-].OS([O-])(=O)=O.[K+]. Product: [CH2:1]([O:3][C:4](=[O:8])[CH:5]([C:6]#[N:7])[CH2:35][CH2:34][CH:31]1[CH2:32][CH2:33][N:28]([C:27]2[C:22]3[C:21]([CH3:42])=[C:20]([CH3:43])[N:19]([C:15]4[C:16]([CH3:18])=[CH:17][C:12]([Br:11])=[CH:13][C:14]=4[CH3:44])[C:23]=3[N:24]=[C:25]([CH3:41])[N:26]=2)[CH2:29][CH2:30]1)[CH3:2]. The catalyst class is: 1.